Dataset: Full USPTO retrosynthesis dataset with 1.9M reactions from patents (1976-2016). Task: Predict the reactants needed to synthesize the given product. (1) Given the product [C:13]([O:17][C:18](=[O:36])[C:19]1[C:24]([NH:25][C:26]2[CH:31]=[CH:30][C:29]([Br:32])=[CH:28][C:27]=2[Cl:33])=[C:23]([Cl:34])[C:22]([NH:1][CH2:2][CH:3]([OH:5])[CH3:4])=[N:21][CH:20]=1)([CH3:16])([CH3:14])[CH3:15], predict the reactants needed to synthesize it. The reactants are: [NH2:1][CH2:2][CH:3]([OH:5])[CH3:4].C(N(CC)CC)C.[C:13]([O:17][C:18](=[O:36])[C:19]1[C:24]([NH:25][C:26]2[CH:31]=[CH:30][C:29]([Br:32])=[CH:28][C:27]=2[Cl:33])=[C:23]([Cl:34])[C:22](Cl)=[N:21][CH:20]=1)([CH3:16])([CH3:15])[CH3:14]. (2) The reactants are: [CH:1]1([C:6]2([CH3:22])[NH:10][C:9](=[O:11])[N:8]([CH2:12][C:13]3[CH:18]=[CH:17][C:16]([O:19][CH3:20])=[CH:15][CH:14]=3)[C:7]2=[O:21])[CH2:5][CH2:4][CH2:3][CH2:2]1.[CH2:23](Br)[CH3:24]. Given the product [CH:1]1([C:6]2([CH3:22])[N:10]([CH2:23][CH3:24])[C:9](=[O:11])[N:8]([CH2:12][C:13]3[CH:14]=[CH:15][C:16]([O:19][CH3:20])=[CH:17][CH:18]=3)[C:7]2=[O:21])[CH2:2][CH2:3][CH2:4][CH2:5]1, predict the reactants needed to synthesize it. (3) Given the product [F:32][C:33]([F:38])([F:37])[C:34]([O-:36])=[O:35].[S:1]1[C:5]2[CH:6]=[CH:7][CH:8]=[CH:9][C:4]=2[N:3]=[C:2]1[C:10]1[C:18]2[CH2:17][CH2:16][NH2+:15][CH2:14][C:13]=2[S:12][C:11]=1[NH:26][C:27]([CH:29]1[CH2:30][CH2:31]1)=[O:28], predict the reactants needed to synthesize it. The reactants are: [S:1]1[C:5]2[CH:6]=[CH:7][CH:8]=[CH:9][C:4]=2[N:3]=[C:2]1[C:10]1[C:18]2[CH2:17][CH2:16][N:15](C(OC(C)(C)C)=O)[CH2:14][C:13]=2[S:12][C:11]=1[NH:26][C:27]([CH:29]1[CH2:31][CH2:30]1)=[O:28].[F:32][C:33]([F:38])([F:37])[C:34]([OH:36])=[O:35]. (4) Given the product [OH:13][CH2:12][C:8]1[CH:7]=[C:6]([CH2:5][C:4]([OH:14])=[O:3])[CH:11]=[CH:10][CH:9]=1, predict the reactants needed to synthesize it. The reactants are: C([O:3][C:4](=[O:14])[CH2:5][C:6]1[CH:11]=[CH:10][CH:9]=[C:8]([CH2:12][OH:13])[CH:7]=1)C.[OH-].[Na+].